Dataset: Reaction yield outcomes from USPTO patents with 853,638 reactions. Task: Predict the reaction yield, written as a fraction of the theoretical maximum amount of product (1.0 means a 100% yield; for example, 0.34 means a 34% yield). (1) The reactants are C[O:2][C:3]1[CH:8]=[CH:7][C:6]([CH2:9][O:10][C:11]2[CH:16]=[CH:15][CH:14]=[CH:13][CH:12]=2)=[CH:5][N:4]=1.Br[CH2:18][C:19]1[CH:24]=[CH:23][C:22]([F:25])=[C:21]([F:26])[CH:20]=1. The catalyst is CN(C=O)C. The product is [F:26][C:21]1[CH:20]=[C:19]([CH:24]=[CH:23][C:22]=1[F:25])[CH2:18][N:4]1[CH:5]=[C:6]([CH2:9][O:10][C:11]2[CH:16]=[CH:15][CH:14]=[CH:13][CH:12]=2)[CH:7]=[CH:8][C:3]1=[O:2]. The yield is 0.290. (2) The reactants are C([Li])(CC)C.[F:6][C:7]([F:22])([F:21])[O:8][C:9]1[CH:14]=[CH:13][CH:12]=[CH:11][C:10]=1[NH:15][C:16](=[O:20])[O:17][CH2:18][CH3:19].[I:23]I. The catalyst is C1CCCCC1.C1COCC1. The product is [I:23][C:11]1[CH:12]=[CH:13][CH:14]=[C:9]([O:8][C:7]([F:21])([F:22])[F:6])[C:10]=1[NH:15][C:16](=[O:20])[O:17][CH2:18][CH3:19]. The yield is 0.730. (3) The reactants are [C:1]([C:4]1[NH:5][C:6]2[C:11]([CH:12]=1)=[CH:10][CH:9]=[C:8]([C:13]([O:15]CC)=[O:14])[CH:7]=2)(=[O:3])[NH2:2].[OH-].[Na+].Cl. The catalyst is CO. The product is [C:1]([C:4]1[NH:5][C:6]2[C:11]([CH:12]=1)=[CH:10][CH:9]=[C:8]([C:13]([OH:15])=[O:14])[CH:7]=2)(=[O:3])[NH2:2]. The yield is 1.00. (4) The yield is 0.0600. The catalyst is C(#N)C.Cl[Pd](Cl)([P](C1C=CC=CC=1)(C1C=CC=CC=1)C1C=CC=CC=1)[P](C1C=CC=CC=1)(C1C=CC=CC=1)C1C=CC=CC=1. The product is [N:16]1([C:4]2[C:5]3[O:6][CH2:7][CH:8]4[N:13]([CH2:12][CH2:11][O:10][CH2:9]4)[C:14]=3[N:15]=[C:2]([C:30]3[CH:31]=[N:32][C:33]([NH2:36])=[N:34][CH:35]=3)[N:3]=2)[CH2:21][CH2:20][O:19][CH2:18][CH2:17]1. The reactants are Cl[C:2]1[N:3]=[C:4]([N:16]2[CH2:21][CH2:20][O:19][CH2:18][CH2:17]2)[C:5]2[O:6][CH2:7][CH:8]3[N:13]([C:14]=2[N:15]=1)[CH2:12][CH2:11][O:10][CH2:9]3.CC1(C)C(C)(C)OB([C:30]2[CH:31]=[N:32][C:33]([NH2:36])=[N:34][CH:35]=2)O1.C(=O)([O-])[O-].[Na+].[Na+]. (5) The product is [CH3:1][CH:2]([CH2:5][CH2:6][C:7]1[C:12]([CH3:14])([CH3:13])[CH2:11][CH2:10][CH2:9][C:8]=1[CH3:15])[CH:3]=[C:17]([C:16]([O:23][CH3:24])=[O:22])[C:18]([O:20][CH3:21])=[O:19]. The yield is 0.810. The catalyst is ClC(Cl)(Cl)Cl.O1CCCC1.[Ti](Cl)(Cl)(Cl)Cl. The reactants are [CH3:1][CH:2]([CH2:5][CH2:6][C:7]1[C:12]([CH3:14])([CH3:13])[CH2:11][CH2:10][CH2:9][C:8]=1[CH3:15])[CH:3]=O.[C:16]([O:23][CH3:24])(=[O:22])[CH2:17][C:18]([O:20][CH3:21])=[O:19].N1C=CC=CC=1. (6) The reactants are Cl[C:2]1[C:7]([CH2:8][C:9]([F:12])([F:11])[F:10])=[CH:6][N:5]=[C:4]([C:13]2[CH:14]=[N:15][C:16]([C:19]([F:22])([F:21])[F:20])=[N:17][CH:18]=2)[CH:3]=1.[C:23]([O:27][C:28]([NH:30][CH2:31][B-](F)(F)F)=[O:29])([CH3:26])([CH3:25])[CH3:24].[K+].C(=O)([O-])[O-].[Na+].[Na+].O. The catalyst is C(O)C.C(OCC)(=O)C.Cl[Pd](Cl)([P](C1C=CC=CC=1)(C1C=CC=CC=1)C1C=CC=CC=1)[P](C1C=CC=CC=1)(C1C=CC=CC=1)C1C=CC=CC=1. The product is [F:10][C:9]([F:12])([F:11])[CH2:8][C:7]1[C:2]([CH2:31][NH:30][C:28](=[O:29])[O:27][C:23]([CH3:26])([CH3:25])[CH3:24])=[CH:3][C:4]([C:13]2[CH:14]=[N:15][C:16]([C:19]([F:22])([F:21])[F:20])=[N:17][CH:18]=2)=[N:5][CH:6]=1. The yield is 0.600.